From a dataset of Full USPTO retrosynthesis dataset with 1.9M reactions from patents (1976-2016). Predict the reactants needed to synthesize the given product. (1) Given the product [Br:7][C:8]1[CH:9]=[C:10]2[C:11](=[CH:12][CH:13]=1)[NH:14][C:15](=[O:17])[CH:16]=[C:18]2[C:19]1[CH:24]=[CH:23][CH:22]=[C:21]([Cl:25])[CH:20]=1, predict the reactants needed to synthesize it. The reactants are: CC(O)(C)C.[K].[Br:7][C:8]1[CH:13]=[CH:12][C:11]([NH:14][C:15](=[O:17])[CH3:16])=[C:10]([C:18](=O)[C:19]2[CH:24]=[CH:23][CH:22]=[C:21]([Cl:25])[CH:20]=2)[CH:9]=1. (2) Given the product [CH3:1][NH:2][C:3]1[N:8]=[C:7]([NH2:9])[C:6]([NH2:10])=[CH:5][N:4]=1, predict the reactants needed to synthesize it. The reactants are: [CH3:1][NH:2][C:3]1[N:8]=[C:7]([NH2:9])[C:6]([N+:10]([O-])=O)=[CH:5][N:4]=1.[H][H].